From a dataset of Reaction yield outcomes from USPTO patents with 853,638 reactions. Predict the reaction yield, written as a fraction of the theoretical maximum amount of product (1.0 means a 100% yield; for example, 0.34 means a 34% yield). (1) The reactants are [CH2:1]([C:3]1[S:27][C:6]2=[N:7][C:8]([CH3:26])=[C:9]([CH:18]([CH2:23][CH2:24][CH3:25])[C:19]([O:21]C)=[O:20])[C:10]([C:11]3[CH:16]=[CH:15][C:14]([CH3:17])=[CH:13][CH:12]=3)=[C:5]2[C:4]=1[CH3:28])[CH3:2].[OH-].[Na+]. The catalyst is CO.C(O)C. The product is [CH2:1]([C:3]1[S:27][C:6]2=[N:7][C:8]([CH3:26])=[C:9]([CH:18]([CH2:23][CH2:24][CH3:25])[C:19]([OH:21])=[O:20])[C:10]([C:11]3[CH:12]=[CH:13][C:14]([CH3:17])=[CH:15][CH:16]=3)=[C:5]2[C:4]=1[CH3:28])[CH3:2]. The yield is 0.510. (2) The reactants are [Br:1][C:2]1[C:15]2[C:14]([C:17]3[CH:22]=[CH:21][CH:20]=[CH:19][CH:18]=3)(O)[C:13]3[C:8](=[CH:9][CH:10]=[CH:11][CH:12]=3)[C:7]([C:24]3[CH:29]=[CH:28][CH:27]=[CH:26][CH:25]=3)(O)[C:6]=2[CH:5]=[CH:4][CH:3]=1.[I-].[K+].O.[PH2](=O)[O-].[Na+].[PH2](=O)O. The catalyst is C(O)(=O)C. The product is [Br:1][C:2]1[C:15]2[C:6](=[C:7]([C:24]3[CH:29]=[CH:28][CH:27]=[CH:26][CH:25]=3)[C:8]3[C:13]([C:14]=2[C:17]2[CH:22]=[CH:21][CH:20]=[CH:19][CH:18]=2)=[CH:12][CH:11]=[CH:10][CH:9]=3)[CH:5]=[CH:4][CH:3]=1. The yield is 0.0380. (3) The reactants are [F:1][C:2]1[C:11]([OH:12])=[CH:10][CH:9]=[C:8]([CH3:13])[C:3]=1[C:4]([O:6][CH3:7])=[O:5].Br[CH2:15][C:16]1[CH:21]=[CH:20][CH:19]=[CH:18][CH:17]=1.C(=O)([O-])[O-].[K+].[K+]. The catalyst is CN(C=O)C.CCOC(C)=O. The product is [CH2:15]([O:12][C:11]1[C:2]([F:1])=[C:3]([C:8]([CH3:13])=[CH:9][CH:10]=1)[C:4]([O:6][CH3:7])=[O:5])[C:16]1[CH:21]=[CH:20][CH:19]=[CH:18][CH:17]=1. The yield is 0.777.